From a dataset of HIV replication inhibition screening data with 41,000+ compounds from the AIDS Antiviral Screen. Binary Classification. Given a drug SMILES string, predict its activity (active/inactive) in a high-throughput screening assay against a specified biological target. (1) The molecule is COC(=O)c1cc(O)nc2c1c(=O)n(C)c(=O)n2C. The result is 0 (inactive). (2) The molecule is CC(=O)OC1CCC2(C)C(=CCC3C4Cc5cn[nH]c5NC4(C)CCC32)C1. The result is 0 (inactive). (3) The compound is Cc1cc(O)nc(CNC(=O)c2ccc3ccccc3c2)n1. The result is 0 (inactive).